Dataset: Peptide-MHC class I binding affinity with 185,985 pairs from IEDB/IMGT. Task: Regression. Given a peptide amino acid sequence and an MHC pseudo amino acid sequence, predict their binding affinity value. This is MHC class I binding data. The peptide sequence is KLYKMRIPR. The MHC is HLA-B15:09 with pseudo-sequence HLA-B15:09. The binding affinity (normalized) is 0.0847.